From a dataset of Reaction yield outcomes from USPTO patents with 853,638 reactions. Predict the reaction yield, written as a fraction of the theoretical maximum amount of product (1.0 means a 100% yield; for example, 0.34 means a 34% yield). (1) The reactants are [CH:1]([C:3]1[C:11]2[C:6](=[CH:7][CH:8]=[CH:9][C:10]=2[OH:12])[NH:5][CH:4]=1)=[O:2].[C:13]([O:17][C:18](O[C:18]([O:17][C:13]([CH3:16])([CH3:15])[CH3:14])=[O:19])=[O:19])([CH3:16])([CH3:15])[CH3:14].CN(C1C=CC=CN=1)C. The catalyst is C(#N)C. The product is [C:13]([O:17][C:18]([N:5]1[C:6]2[C:11](=[C:10]([OH:12])[CH:9]=[CH:8][CH:7]=2)[C:3]([CH:1]=[O:2])=[CH:4]1)=[O:19])([CH3:16])([CH3:15])[CH3:14]. The yield is 0.740. (2) The reactants are Br[C:2]1[CH:35]=[CH:34][C:5]([NH:6][C:7]2[C:16]3[C:11](=[CH:12][C:13]([O:19][CH2:20][CH:21]4CCN(C(OC(C)(C)C)=O)[CH2:23][CH2:22]4)=[C:14]([O:17][CH3:18])[CH:15]=3)[N:10]=[CH:9][N:8]=2)=[C:4]([F:36])[CH:3]=1.F[C:38]1[CH:44]=C(C)C=C[C:39]=1N.[ClH:46].[CH:47](O)(C)C. No catalyst specified. The product is [ClH:46].[CH2:20]([O:19][C:13]1[CH:12]=[C:11]2[C:16]([C:7]([NH:6][C:5]3[CH:34]=[CH:35][C:2]([CH3:47])=[CH:3][C:4]=3[F:36])=[N:8][CH:9]=[N:10]2)=[CH:15][C:14]=1[O:17][CH3:18])[C:21]1[CH:22]=[CH:23][CH:44]=[CH:38][CH:39]=1. The yield is 0.910. (3) The reactants are [H-].[Na+].C(OCCOCCO)C.Cl[C:13]1[CH:19]=[CH:18][C:17]([C:20]([F:23])([F:22])[F:21])=[CH:16][C:14]=1[NH2:15].[C:24](=[S:26])=[S:25]. No catalyst specified. The product is [SH:26][C:24]1[S:25][C:13]2[CH:19]=[CH:18][C:17]([C:20]([F:23])([F:22])[F:21])=[CH:16][C:14]=2[N:15]=1. The yield is 0.440.